This data is from Full USPTO retrosynthesis dataset with 1.9M reactions from patents (1976-2016). The task is: Predict the reactants needed to synthesize the given product. (1) Given the product [C:3]1([C:31]2[CH:32]=[CH:33][CH:34]=[CH:35][CH:36]=2)[CH:8]=[CH:7][C:6]([CH2:9][CH2:10][CH:11]([OH:30])[CH:12]([CH2:20][CH2:21][O:22][Si:23]([C:26]([CH3:27])([CH3:28])[CH3:29])([CH3:24])[CH3:25])[C:13]([O:15][C:16]([CH3:19])([CH3:17])[CH3:18])=[O:14])=[CH:5][CH:4]=1, predict the reactants needed to synthesize it. The reactants are: [BH4-].[Na+].[C:3]1([C:31]2[CH:36]=[CH:35][CH:34]=[CH:33][CH:32]=2)[CH:8]=[CH:7][C:6]([CH2:9][CH2:10][C:11](=[O:30])[CH:12]([CH2:20][CH2:21][O:22][Si:23]([C:26]([CH3:29])([CH3:28])[CH3:27])([CH3:25])[CH3:24])[C:13]([O:15][C:16]([CH3:19])([CH3:18])[CH3:17])=[O:14])=[CH:5][CH:4]=1. (2) The reactants are: [NH2:1][C:2]1[CH:7]=[C:6]([O:8][C:9]2[CH:14]=[CH:13][C:12]([NH:15][C:16]([NH:18][C:19](=[O:28])[CH2:20][C:21]3[CH:26]=[CH:25][C:24]([F:27])=[CH:23][CH:22]=3)=[S:17])=[C:11]([F:29])[CH:10]=2)[CH:5]=[CH:4][N:3]=1.[CH2:30]([N:32]([CH2:35]C)[CH2:33]C)C.ClC(OC1C=CC=CC=1)=[O:39].Cl.CNC. Given the product [F:29][C:11]1[CH:10]=[C:9]([CH:14]=[CH:13][C:12]=1[NH:15][C:16]([NH:18][C:19](=[O:28])[CH2:20][C:21]1[CH:26]=[CH:25][C:24]([F:27])=[CH:23][CH:22]=1)=[S:17])[O:8][C:6]1[CH:5]=[CH:4][N:3]=[C:2]([NH:1][C:30](=[O:39])[N:32]([CH3:35])[CH3:33])[CH:7]=1, predict the reactants needed to synthesize it.